The task is: Predict the reaction yield, written as a fraction of the theoretical maximum amount of product (1.0 means a 100% yield; for example, 0.34 means a 34% yield).. This data is from Reaction yield outcomes from USPTO patents with 853,638 reactions. The reactants are Cl.[Cl:2][C:3]1[CH:4]=[C:5]([N:9]2[C:13]([CH2:14][NH2:15])=[CH:12][C:11]([C:16]([F:19])([F:18])[F:17])=[N:10]2)[CH:6]=[CH:7][CH:8]=1.[F:20][C:21]1[CH:22]=[C:23]([NH:32][C:33](=O)[O:34]C2C=CC=CC=2)[CH:24]=[CH:25][C:26]=1[O:27][CH2:28][CH2:29][O:30][CH3:31]. The catalyst is C(Cl)Cl.O. The product is [Cl:2][C:3]1[CH:4]=[C:5]([N:9]2[C:13]([CH2:14][NH:15][C:33]([NH:32][C:23]3[CH:24]=[CH:25][C:26]([O:27][CH2:28][CH2:29][O:30][CH3:31])=[C:21]([F:20])[CH:22]=3)=[O:34])=[CH:12][C:11]([C:16]([F:17])([F:18])[F:19])=[N:10]2)[CH:6]=[CH:7][CH:8]=1. The yield is 0.530.